From a dataset of Catalyst prediction with 721,799 reactions and 888 catalyst types from USPTO. Predict which catalyst facilitates the given reaction. (1) Reactant: [F:1][C:2]([F:19])([F:18])[CH2:3][O:4][CH2:5][CH2:6][O:7][C:8]1[N:13]=[CH:12][C:11]([C:14]([O:16]C)=[O:15])=[CH:10][CH:9]=1.[OH-].[Na+]. Product: [F:19][C:2]([F:1])([F:18])[CH2:3][O:4][CH2:5][CH2:6][O:7][C:8]1[N:13]=[CH:12][C:11]([C:14]([OH:16])=[O:15])=[CH:10][CH:9]=1. The catalyst class is: 5. (2) Reactant: [Br:1][C:2]1[CH:3]=[CH:4][C:5]([C@H:8]([NH:10][S@@](C(C)(C)C)=O)[CH3:9])=[N:6][CH:7]=1.[ClH:17].CCOCC. Product: [ClH:17].[ClH:17].[Br:1][C:2]1[CH:3]=[CH:4][C:5]([C@H:8]([NH2:10])[CH3:9])=[N:6][CH:7]=1. The catalyst class is: 5. (3) Reactant: Br[CH2:2][CH2:3][N:4]1[C:27](=[O:28])[N:7]2[CH:8]([C:20]3[CH:25]=[CH:24][CH:23]=[C:22]([OH:26])[CH:21]=3)[C:9]3[NH:10][C:11]4[C:16]([C:17]=3[CH2:18][C:6]2([CH3:29])[C:5]1=[O:30])=[CH:15][C:14]([Cl:19])=[CH:13][CH:12]=4.[NH3:31]. Product: [NH2:31][CH2:2][CH2:3][N:4]1[C:27](=[O:28])[N:7]2[CH:8]([C:20]3[CH:25]=[CH:24][CH:23]=[C:22]([OH:26])[CH:21]=3)[C:9]3[NH:10][C:11]4[C:16]([C:17]=3[CH2:18][C:6]2([CH3:29])[C:5]1=[O:30])=[CH:15][C:14]([Cl:19])=[CH:13][CH:12]=4. The catalyst class is: 5. (4) Product: [NH2:9][CH2:10][CH2:11][S:12][CH2:13][C:14]([O:16][CH2:17][CH3:18])=[O:15]. The catalyst class is: 12. Reactant: Cl.C(OC([NH:9][CH2:10][CH2:11][S:12][CH2:13][C:14]([O:16][CH2:17][CH3:18])=[O:15])=O)(C)(C)C.